The task is: Regression/Classification. Given a drug SMILES string, predict its absorption, distribution, metabolism, or excretion properties. Task type varies by dataset: regression for continuous measurements (e.g., permeability, clearance, half-life) or binary classification for categorical outcomes (e.g., BBB penetration, CYP inhibition). Dataset: cyp2c19_veith.. This data is from CYP2C19 inhibition data for predicting drug metabolism from PubChem BioAssay. The compound is Cc1nc2cnc(Nc3ccccc3)nc2n(C2CC2)c1=O. The result is 0 (non-inhibitor).